This data is from Reaction yield outcomes from USPTO patents with 853,638 reactions. The task is: Predict the reaction yield, written as a fraction of the theoretical maximum amount of product (1.0 means a 100% yield; for example, 0.34 means a 34% yield). (1) The reactants are [CH:1]([O:3][CH2:4][CH3:5])=[O:2].C([O:8][C:9](=O)[CH2:10][C:11]1[CH:16]=[CH:15][C:14]([Cl:17])=[CH:13][CH:12]=1)C.[H-].[Na+].Cl. The catalyst is C(OCC)C. The product is [CH2:4]([O:3][C:1](=[O:2])[CH:10]([C:11]1[CH:16]=[CH:15][C:14]([Cl:17])=[CH:13][CH:12]=1)[CH:9]=[O:8])[CH3:5]. The yield is 0.870. (2) The reactants are [C:1]([O:5][C:6]([N:8]1[CH2:13][CH2:12][N:11]([C:14]2[C:15]3[C:22](Br)=[CH:21][N:20]([S:24]([C:27]4[CH:32]=[CH:31][CH:30]=[CH:29][CH:28]=4)(=[O:26])=[O:25])[C:16]=3[N:17]=[CH:18][N:19]=2)[CH2:10][CH2:9]1)=[O:7])([CH3:4])([CH3:3])[CH3:2].C([O-])([O-])=O.[Na+].[Na+].[S:39]1[CH:43]=[CH:42][CH:41]=[C:40]1B(O)O. The catalyst is COCCOC.C1C=CC([P]([Pd]([P](C2C=CC=CC=2)(C2C=CC=CC=2)C2C=CC=CC=2)([P](C2C=CC=CC=2)(C2C=CC=CC=2)C2C=CC=CC=2)[P](C2C=CC=CC=2)(C2C=CC=CC=2)C2C=CC=CC=2)(C2C=CC=CC=2)C2C=CC=CC=2)=CC=1. The product is [C:1]([O:5][C:6]([N:8]1[CH2:13][CH2:12][N:11]([C:14]2[C:15]3[C:22]([C:40]4[S:39][CH:43]=[CH:42][CH:41]=4)=[CH:21][N:20]([S:24]([C:27]4[CH:32]=[CH:31][CH:30]=[CH:29][CH:28]=4)(=[O:26])=[O:25])[C:16]=3[N:17]=[CH:18][N:19]=2)[CH2:10][CH2:9]1)=[O:7])([CH3:4])([CH3:3])[CH3:2]. The yield is 0.790.